This data is from Full USPTO retrosynthesis dataset with 1.9M reactions from patents (1976-2016). The task is: Predict the reactants needed to synthesize the given product. (1) Given the product [F:23][C:22]([F:25])([F:24])[S:19]([O:1][C:2]1[CH2:6][O:5][C:4](=[O:7])[C:3]=1[CH:8]([CH3:10])[CH3:9])(=[O:21])=[O:20], predict the reactants needed to synthesize it. The reactants are: [OH:1][C:2]1[CH2:6][O:5][C:4](=[O:7])[C:3]=1[CH:8]([CH3:10])[CH3:9].N1C(C)=CC=CC=1C.[S:19](O[S:19]([C:22]([F:25])([F:24])[F:23])(=[O:21])=[O:20])([C:22]([F:25])([F:24])[F:23])(=[O:21])=[O:20]. (2) Given the product [Br:1][C:2]1[C:7]([C:8]([O:10][CH3:23])=[O:9])=[C:6]([F:11])[C:5]([CH:12]2[CH2:17][CH2:16][CH:15]([CH2:18][CH2:19][CH2:20][CH2:21][CH3:22])[CH2:14][CH2:13]2)=[CH:4][CH:3]=1, predict the reactants needed to synthesize it. The reactants are: [Br:1][C:2]1[C:7]([C:8]([OH:10])=[O:9])=[C:6]([F:11])[C:5]([C@H:12]2[CH2:17][CH2:16][C@H:15]([CH2:18][CH2:19][CH2:20][CH2:21][CH3:22])[CH2:14][CH2:13]2)=[CH:4][CH:3]=1.[C:23](=O)([O-])[O-].[K+].[K+].CI. (3) The reactants are: [CH2:1]([CH:3]1[C:8](=[O:9])[NH:7][C:6]2[CH:10]=[CH:11][CH:12]=[C:13]([CH:14]([CH3:16])[CH3:15])[C:5]=2[O:4]1)[CH3:2].[H-].[Na+].Br[CH2:20][C:21]([O:23][CH3:24])=[O:22].C(O)(=O)CC(CC(O)=O)(C(O)=O)O. Given the product [CH3:24][O:23][C:21](=[O:22])[CH2:20][N:7]1[C:6]2[CH:10]=[CH:11][CH:12]=[C:13]([CH:14]([CH3:15])[CH3:16])[C:5]=2[O:4][CH:3]([CH2:1][CH3:2])[C:8]1=[O:9], predict the reactants needed to synthesize it. (4) The reactants are: FC(F)(F)S(O[C:7]1[C:16]([CH:17]=[O:18])=[C:15]([CH:19]([CH3:21])[CH3:20])[CH:14]=[C:13]2[C:8]=1[C:9](=[O:24])[CH2:10][C:11]([CH3:23])([CH3:22])[O:12]2)(=O)=O.[C:27]1(B(O)O)[CH2:31][CH2:30][CH2:29][CH:28]=1.P([O-])([O-])([O-])=O.[K+].[K+].[K+].[Cl-].[NH4+]. Given the product [C:27]1([C:7]2[C:16]([CH:17]=[O:18])=[C:15]([CH:19]([CH3:20])[CH3:21])[CH:14]=[C:13]3[C:8]=2[C:9](=[O:24])[CH2:10][C:11]([CH3:23])([CH3:22])[O:12]3)[CH2:31][CH2:30][CH2:29][CH:28]=1, predict the reactants needed to synthesize it. (5) Given the product [O:19]=[C:7]1[NH:8][C:9](=[O:18])[C:10]([C:12]2[CH:17]=[N:16][CH:15]=[CH:14][N:13]=2)=[CH:11][N:6]1[CH2:5][CH2:4][CH:3]=[O:2], predict the reactants needed to synthesize it. The reactants are: C[O:2][CH:3](OC)[CH2:4][CH2:5][N:6]1[CH:11]=[C:10]([C:12]2[CH:17]=[N:16][CH:15]=[CH:14][N:13]=2)[C:9](=[O:18])[NH:8][C:7]1=[O:19]. (6) The reactants are: [F:1][C:2]1[CH:16]=[CH:15][CH:14]=[C:13]([F:17])[C:3]=1[CH2:4][N:5]1[CH:9]=[C:8]([C:10](O)=[O:11])[N:7]=[N:6]1.S(Cl)(Cl)=O.[NH3:22]. Given the product [CH:15]1[CH:14]=[C:13]([F:17])[C:3]([CH2:4][N:5]2[N:6]=[N:7][C:8]([C:10]([NH2:22])=[O:11])=[CH:9]2)=[C:2]([F:1])[CH:16]=1, predict the reactants needed to synthesize it. (7) Given the product [CH3:13][NH:12][C:11](=[O:19])[C:7]1[CH:8]=[CH:9][CH:10]=[C:5]([CH:4]=[O:15])[C:6]=1[OH:14], predict the reactants needed to synthesize it. The reactants are: Cl.CN[C:4](=[O:15])[C:5]1[CH:10]=[CH:9][CH:8]=[C:7]([CH:11]=[N:12][CH3:13])[C:6]=1[OH:14].C1C[O:19]CC1.